From a dataset of Full USPTO retrosynthesis dataset with 1.9M reactions from patents (1976-2016). Predict the reactants needed to synthesize the given product. (1) Given the product [C:1]12([N:11]3[C:15]4[CH:17]=[C:18]([CH2:21][OH:22])[CH:19]=[CH:20][C:14]=4[N:13]=[C:12]3[NH:16][C:38](=[O:39])[C:37]3[CH:62]=[CH:63][CH:34]=[CH:35][CH:36]=3)[CH2:2][CH:3]3[CH2:4][CH:5]([CH2:6][CH:7]([CH2:9]3)[CH2:8]1)[CH2:10]2, predict the reactants needed to synthesize it. The reactants are: [C:1]12([NH:11][C:12]3[NH:16][C:15]4[CH:17]=[C:18]([CH2:21][O:22][Si](C(C)C)(C(C)C)C(C)C)[CH:19]=[CH:20][C:14]=4[N:13]=3)[CH2:10][CH:5]3[CH2:6][CH:7]([CH2:9][CH:3]([CH2:4]3)[CH2:2]1)[CH2:8]2.F[C:34]1[CH:63]=[CH:62][C:37]([C:38](/N=C2\NC3C=CC(CO)=CC=3N\2[C@@H]2CC[C@H](C(OC)=O)CC2)=[O:39])=[CH:36][CH:35]=1. (2) Given the product [CH3:1][N:2]([CH3:13])[S:3]([N:6]1[CH:10]=[CH:9][N:8]=[C:7]1[CH:11]([C:15]1[CH:20]=[CH:19][C:18]([C:21]2[O:22][CH2:23][C:24]([CH3:27])([CH3:26])[N:25]=2)=[CH:17][CH:16]=1)[OH:12])(=[O:4])=[O:5], predict the reactants needed to synthesize it. The reactants are: [CH3:1][N:2]([CH3:13])[S:3]([N:6]1[CH:10]=[CH:9][N:8]=[C:7]1[CH:11]=[O:12])(=[O:5])=[O:4].Br[C:15]1[CH:20]=[CH:19][C:18]([C:21]2[O:22][CH2:23][C:24]([CH3:27])([CH3:26])[N:25]=2)=[CH:17][CH:16]=1. (3) Given the product [CH2:1]([O:3][C:4]([C:5]1([S:6]([C:9]2[CH:10]=[CH:11][C:12]([O:15][C:16]3[CH:21]=[CH:20][C:19]([Cl:22])=[CH:18][CH:17]=3)=[CH:13][CH:14]=2)(=[O:8])=[O:7])[CH2:33][CH2:32][N:28]([CH2:24][CH2:25][CH2:26][CH3:27])[CH2:29][CH2:30]1)=[O:23])[CH3:2], predict the reactants needed to synthesize it. The reactants are: [CH2:1]([O:3][C:4](=[O:23])[CH2:5][S:6]([C:9]1[CH:14]=[CH:13][C:12]([O:15][C:16]2[CH:21]=[CH:20][C:19]([Cl:22])=[CH:18][CH:17]=2)=[CH:11][CH:10]=1)(=[O:8])=[O:7])[CH3:2].[CH2:24]([N:28]([CH2:32][CH2:33]Cl)[CH2:29][CH2:30]Cl)[CH2:25][CH2:26][CH3:27].